Dataset: Reaction yield outcomes from USPTO patents with 853,638 reactions. Task: Predict the reaction yield, written as a fraction of the theoretical maximum amount of product (1.0 means a 100% yield; for example, 0.34 means a 34% yield). The reactants are [C:1]([O:5][C:6]([N:8]1[C:16]2[C:11](=[CH:12][C:13]([NH2:17])=[CH:14][CH:15]=2)[CH2:10][CH2:9]1)=[O:7])([CH3:4])([CH3:3])[CH3:2].Br[CH2:19][CH2:20][CH2:21][CH2:22][C:23](Cl)=[O:24].C1COCC1.CC(C)([O-])C.[K+]. The catalyst is O. The product is [O:24]=[C:23]1[CH2:22][CH2:21][CH2:20][CH2:19][N:17]1[C:13]1[CH:12]=[C:11]2[C:16](=[CH:15][CH:14]=1)[N:8]([C:6]([O:5][C:1]([CH3:4])([CH3:2])[CH3:3])=[O:7])[CH2:9][CH2:10]2. The yield is 0.500.